From a dataset of Peptide-MHC class II binding affinity with 134,281 pairs from IEDB. Regression. Given a peptide amino acid sequence and an MHC pseudo amino acid sequence, predict their binding affinity value. This is MHC class II binding data. (1) The peptide sequence is VPTSWVPQGRTTWSI. The MHC is HLA-DQA10103-DQB10603 with pseudo-sequence HLA-DQA10103-DQB10603. The binding affinity (normalized) is 0.498. (2) The peptide sequence is SAALGPLIEGNTSLL. The MHC is HLA-DQA10601-DQB10402 with pseudo-sequence HLA-DQA10601-DQB10402. The binding affinity (normalized) is 0. (3) The peptide sequence is LPISPLSNSLLRHHNLVYMT. The MHC is DRB1_0101 with pseudo-sequence DRB1_0101. The binding affinity (normalized) is 0.918. (4) The peptide sequence is ITKLGAKPDGKTDCT. The MHC is HLA-DPA10201-DPB10101 with pseudo-sequence HLA-DPA10201-DPB10101. The binding affinity (normalized) is 0. (5) The peptide sequence is AHWTEARIMLDNINM. The MHC is DRB4_0101 with pseudo-sequence DRB4_0103. The binding affinity (normalized) is 0.0473. (6) The peptide sequence is ASEVFKAVEAYLVAH. The MHC is HLA-DQA10101-DQB10501 with pseudo-sequence HLA-DQA10101-DQB10501. The binding affinity (normalized) is 0.341. (7) The peptide sequence is KAGSNNSNKSLQSAG. The MHC is DRB1_0101 with pseudo-sequence DRB1_0101. The binding affinity (normalized) is 0.0291. (8) The peptide sequence is EKKYFAATQHEPLAA. The binding affinity (normalized) is 0.580. The MHC is HLA-DPA10201-DPB10101 with pseudo-sequence HLA-DPA10201-DPB10101.